From a dataset of M1 muscarinic receptor agonist screen with 61,833 compounds. Binary Classification. Given a drug SMILES string, predict its activity (active/inactive) in a high-throughput screening assay against a specified biological target. The drug is Clc1ccc(Nc2nc(nc(n2)N)CN2CCN(CC2)c2ncccc2)cc1. The result is 0 (inactive).